Dataset: Reaction yield outcomes from USPTO patents with 853,638 reactions. Task: Predict the reaction yield, written as a fraction of the theoretical maximum amount of product (1.0 means a 100% yield; for example, 0.34 means a 34% yield). (1) The reactants are [H-].[Na+].[OH:3][CH2:4][C:5]([CH2:18][OH:19])([CH2:8][O:9][CH2:10][C:11]([CH2:16][OH:17])([CH2:14][OH:15])[CH2:12][OH:13])[CH2:6][OH:7].[CH3:20][C:21]([CH2:37][CH2:38][CH2:39][CH:40]([CH3:52])[CH2:41][CH2:42][CH2:43][CH:44]([CH3:51])[CH2:45][CH2:46][CH2:47][CH:48]([CH3:50])[CH3:49])=[CH:22][CH2:23][CH2:24][CH2:25]OS(C1C=CC(C)=CC=1)(=O)=O.O. The catalyst is CN(C)C=O. The product is [CH3:20][C:21]([CH2:37][CH2:38][CH2:39][CH:40]([CH3:52])[CH2:41][CH2:42][CH2:43][CH:44]([CH3:51])[CH2:45][CH2:46][CH2:47][CH:48]([CH3:50])[CH3:49])=[CH:22][CH2:23][CH2:24][CH2:25][O:13][CH2:12][C:11]([CH2:16][OH:17])([CH2:10][O:9][CH2:8][C:5]([CH2:18][OH:19])([CH2:6][OH:7])[CH2:4][OH:3])[CH2:14][OH:15]. The yield is 0.190. (2) The reactants are C(NC(C)C)(C)C.[CH3:8][N:9]([C:14]1[N:19]=[C:18]([C:20]2[CH:25]=[CH:24][C:23]([F:26])=[CH:22][CH:21]=2)[C:17](/[CH:27]=[CH:28]/[C@@H:29]([OH:37])[CH2:30][C@@H:31]([OH:36])[CH2:32][C:33]([OH:35])=[O:34])=[C:16]([CH:38]([CH3:40])[CH3:39])[N:15]=1)[S:10]([CH3:13])(=[O:12])=[O:11].Cl.[OH-].[Na+].O.O.[Cl-].[Ca+2].[Cl-]. The catalyst is O.C(OCC)(=O)C. The product is [CH3:8][N:9]([C:14]1[N:19]=[C:18]([C:20]2[CH:21]=[CH:22][C:23]([F:26])=[CH:24][CH:25]=2)[C:17](/[CH:27]=[CH:28]/[C@@H:29]([OH:37])[CH2:30][C@@H:31]([OH:36])[CH2:32][C:33]([OH:35])=[O:34])=[C:16]([CH:38]([CH3:40])[CH3:39])[N:15]=1)[S:10]([CH3:13])(=[O:12])=[O:11]. The yield is 0.950. (3) The reactants are [CH:1]([C:3]1[CH:8]=[CH:7][C:6]([NH:9][N:10]2[C:18](=[O:19])[C:17]3[C:12](=[CH:13][CH:14]=[CH:15][CH:16]=3)[C:11]2=[O:20])=[CH:5][CH:4]=1)=[CH2:2].N1C=CC=CC=1C1C=CC=CN=1.Br[CH:34]([C:39]1[CH:40]=[C:41]([Cl:47])[C:42]([Cl:46])=[C:43]([Cl:45])[CH:44]=1)[C:35]([F:38])([F:37])[F:36]. The catalyst is ClC1C=CC=CC=1Cl.Cl[Cu]. The product is [F:38][C:35]([F:36])([F:37])[CH:34]([C:39]1[CH:40]=[C:41]([Cl:47])[C:42]([Cl:46])=[C:43]([Cl:45])[CH:44]=1)/[CH:2]=[CH:1]/[C:3]1[CH:4]=[CH:5][C:6]([NH:9][N:10]2[C:18](=[O:19])[C:17]3[C:12](=[CH:13][CH:14]=[CH:15][CH:16]=3)[C:11]2=[O:20])=[CH:7][CH:8]=1. The yield is 0.750. (4) The reactants are [F:1][C:2]1[C:3]([NH:18][C:19]2[CH:24]=[CH:23][C:22]([I:25])=[CH:21][C:20]=2[F:26])=[C:4]([C:9]([N:11]2[CH2:14][CH:13]([C:15](O)=[O:16])[CH2:12]2)=[O:10])[CH:5]=[CH:6][C:7]=1[F:8].C(N(CC)CC)C.C1CN([P+](ON2N=NC3C=CC=CC2=3)(N2CCCC2)N2CCCC2)CC1.F[P-](F)(F)(F)(F)F.[BH4-].[Na+]. The catalyst is O1CCCC1. The product is [F:1][C:2]1[C:3]([NH:18][C:19]2[CH:24]=[CH:23][C:22]([I:25])=[CH:21][C:20]=2[F:26])=[C:4]([C:9]([N:11]2[CH2:14][CH:13]([CH2:15][OH:16])[CH2:12]2)=[O:10])[CH:5]=[CH:6][C:7]=1[F:8]. The yield is 0.250. (5) The reactants are [Cl:1][C:2]1[CH:3]=[C:4]([C:9]2[S:10][CH:11]=[C:12]([C:15]([CH3:17])=O)[C:13]=2[OH:14])[CH:5]=[CH:6][C:7]=1[Cl:8].[N:18]1[CH:23]=[CH:22][CH:21]=[C:20]([NH:24][C:25]([C:27]2[S:28][C:29]([C:32]([NH:34][NH2:35])=[O:33])=[CH:30][CH:31]=2)=[O:26])[CH:19]=1. The catalyst is CS(C)=O. The product is [N:18]1[CH:23]=[CH:22][CH:21]=[C:20]([NH:24][C:25]([C:27]2[S:28][C:29]([C:32]([NH:34][N:35]=[C:15]([C:12]3[C:13]([OH:14])=[C:9]([C:4]4[CH:5]=[CH:6][C:7]([Cl:8])=[C:2]([Cl:1])[CH:3]=4)[S:10][CH:11]=3)[CH3:17])=[O:33])=[CH:30][CH:31]=2)=[O:26])[CH:19]=1. The yield is 0.940. (6) The reactants are Cl.[CH3:2][C:3]1[CH:4]=[C:5]([O:18][S:19]([C:22]2[CH:27]=[CH:26][CH:25]=[CH:24][C:23]=2[S:28]([N:31]([CH3:42])[C:32]2[CH:37]=[CH:36][C:35]([C:38]([O:40]C)=[O:39])=[CH:34][CH:33]=2)(=[O:30])=[O:29])(=[O:21])=[O:20])[CH:6]=[C:7]([CH:17]=1)[O:8][CH2:9][CH2:10][CH2:11][O:12][NH:13][C:14]([NH2:16])=[NH:15].C(C(=CC1C=CC(O)=CC=1)C(O)=O)#N. No catalyst specified. The product is [CH3:2][C:3]1[CH:4]=[C:5]([O:18][S:19]([C:22]2[CH:27]=[CH:26][CH:25]=[CH:24][C:23]=2[S:28]([N:31]([CH3:42])[C:32]2[CH:33]=[CH:34][C:35]([C:38]([OH:40])=[O:39])=[CH:36][CH:37]=2)(=[O:29])=[O:30])(=[O:20])=[O:21])[CH:6]=[C:7]([CH:17]=1)[O:8][CH2:9][CH2:10][CH2:11][O:12][NH:13][C:14]([NH2:16])=[NH:15]. The yield is 0.840.